This data is from Forward reaction prediction with 1.9M reactions from USPTO patents (1976-2016). The task is: Predict the product of the given reaction. (1) Given the reactants [NH2:1][C:2]1[N:7]=[C:6](Cl)[N:5]=[C:4]([C:9]([O:11][CH3:12])=[O:10])[C:3]=1[O:13][CH3:14].[F:15][C:16]1[C:24](B2OC(C)(C)C(C)(C)O2)=[CH:23][C:19]2=[N:20][O:21][N:22]=[C:18]2[CH:17]=1.[F-].[Cs+], predict the reaction product. The product is: [NH2:1][C:2]1[N:7]=[C:6]([C:24]2[C:16]([F:15])=[CH:17][C:18]3=[N:22][O:21][N:20]=[C:19]3[CH:23]=2)[N:5]=[C:4]([C:9]([O:11][CH3:12])=[O:10])[C:3]=1[O:13][CH3:14]. (2) Given the reactants [CH3:1][O:2][C:3]1[CH:8]=[CH:7][C:6]([NH:9][CH:10]2[CH2:15][CH2:14][N:13]([CH2:16][C:17]3[CH:22]=[CH:21][N:20]=[C:19]([C:23]4[CH:28]=[C:27]([O:29][CH3:30])[C:26]([O:31][CH3:32])=[C:25]([O:33][CH3:34])[CH:24]=4)[CH:18]=3)[CH2:12][CH2:11]2)=[CH:5][CH:4]=1.[Cl:35][CH2:36][C:37]1[CH:38]=[CH:39][C:40]([C:43]2[CH:48]=[C:47]([O:49][CH3:50])[C:46]([O:51][CH3:52])=[C:45]([O:53][CH3:54])[CH:44]=2)=[N:41][CH:42]=1, predict the reaction product. The product is: [ClH:35].[ClH:35].[ClH:35].[CH3:1][O:2][C:3]1[CH:8]=[CH:7][C:6]([N:9]([CH:10]2[CH2:11][CH2:12][N:13]([CH2:16][C:17]3[CH:22]=[CH:21][N:20]=[C:19]([C:23]4[CH:24]=[C:25]([O:33][CH3:34])[C:26]([O:31][CH3:32])=[C:27]([O:29][CH3:30])[CH:28]=4)[CH:18]=3)[CH2:14][CH2:15]2)[CH2:36][C:37]2[CH:38]=[CH:39][C:40]([C:43]3[CH:48]=[C:47]([O:49][CH3:50])[C:46]([O:51][CH3:52])=[C:45]([O:53][CH3:54])[CH:44]=3)=[N:41][CH:42]=2)=[CH:5][CH:4]=1.